Dataset: Forward reaction prediction with 1.9M reactions from USPTO patents (1976-2016). Task: Predict the product of the given reaction. (1) Given the reactants [C:1]([C:5]1[CH:6]=[C:7]2[C:11](=[CH:12][CH:13]=1)[CH:10]([NH:14][C:15]([NH:17][C:18]1[CH:26]=[CH:25][CH:24]=[C:23]3[C:19]=1[CH:20]=[N:21][NH:22]3)=[O:16])[CH:9]([F:27])[CH2:8]2)([CH3:4])([CH3:3])[CH3:2].N.CO, predict the reaction product. The product is: [C:1]([C:5]1[CH:6]=[C:7]2[C:11](=[CH:12][CH:13]=1)[C@H:10]([NH:14][C:15]([NH:17][C:18]1[CH:26]=[CH:25][CH:24]=[C:23]3[C:19]=1[CH:20]=[N:21][NH:22]3)=[O:16])[C@H:9]([F:27])[CH2:8]2)([CH3:4])([CH3:2])[CH3:3]. (2) The product is: [OH:9][C:4]1[CH:3]=[C:2]([B:15]([OH:18])[OH:16])[CH:8]=[CH:7][C:5]=1[OH:6]. Given the reactants Br[C:2]1[CH:3]=[C:4]([OH:9])[C:5](=[CH:7][CH:8]=1)[OH:6].[Li]CCCC.[B:15](OC)([O:18]C)[O:16]C.Cl, predict the reaction product. (3) The product is: [F:1][C:2]1[CH:11]=[C:10]([F:12])[CH:9]=[C:8]2[C:3]=1[C:4]([NH:20][C:21]1[CH:22]=[N:23][CH:24]=[C:25]([N:27]3[CH2:32][CH2:31][O:30][CH2:29][CH2:28]3)[CH:26]=1)=[C:5]([CH3:19])[C:6]([N:13]1[CH2:14][CH2:15][N:16]([S:37]([CH2:33][CH:34]([CH3:36])[CH3:35])(=[O:39])=[O:38])[CH2:17][CH2:18]1)=[N:7]2. Given the reactants [F:1][C:2]1[CH:11]=[C:10]([F:12])[CH:9]=[C:8]2[C:3]=1[C:4]([NH:20][C:21]1[CH:22]=[N:23][CH:24]=[C:25]([N:27]3[CH2:32][CH2:31][O:30][CH2:29][CH2:28]3)[CH:26]=1)=[C:5]([CH3:19])[C:6]([N:13]1[CH2:18][CH2:17][NH:16][CH2:15][CH2:14]1)=[N:7]2.[CH2:33]([S:37](Cl)(=[O:39])=[O:38])[CH:34]([CH3:36])[CH3:35], predict the reaction product. (4) Given the reactants [OH:1][C:2]1[CH:10]=[CH:9][C:5]([C:6]([OH:8])=O)=[C:4]([NH:11][C:12](=O)[CH:13]([CH3:15])[CH3:14])[CH:3]=1.[NH2:17][C:18]1[CH:25]=[CH:24][C:21]([C:22]#[N:23])=[CH:20][CH:19]=1.C(C#N)(C)=O.P(Cl)(Cl)Cl.[OH-].[Na+], predict the reaction product. The product is: [OH:1][C:2]1[CH:3]=[C:4]2[C:5]([C:6](=[O:8])[N:17]([C:18]3[CH:25]=[CH:24][C:21]([C:22]#[N:23])=[CH:20][CH:19]=3)[C:12]([CH:13]([CH3:15])[CH3:14])=[N:11]2)=[CH:9][CH:10]=1. (5) Given the reactants Cl.[Br:2][C:3]1[CH:11]=[CH:10][CH:9]=[C:8]2[C:4]=1[CH2:5][CH2:6][C@H:7]2[NH2:12].[CH3:13][C:14]([O:17][C:18](O[C:18]([O:17][C:14]([CH3:16])([CH3:15])[CH3:13])=[O:19])=[O:19])([CH3:16])[CH3:15], predict the reaction product. The product is: [Br:2][C:3]1[CH:11]=[CH:10][CH:9]=[C:8]2[C:4]=1[CH2:5][CH2:6][C@H:7]2[NH:12][C:18](=[O:19])[O:17][C:14]([CH3:16])([CH3:15])[CH3:13]. (6) The product is: [F:1][C:2]1[CH:7]=[C:6]([F:8])[CH:5]=[CH:4][C:3]=1[C:9]1[C:17]2[O:16][CH:15]([CH2:18][NH:37][CH3:36])[CH2:14][C:13]=2[CH:12]=[C:11]([C:30]2[CH:35]=[CH:34][CH:33]=[CH:32][CH:31]=2)[CH:10]=1. Given the reactants [F:1][C:2]1[CH:7]=[C:6]([F:8])[CH:5]=[CH:4][C:3]=1[C:9]1[C:17]2[O:16][CH:15]([CH2:18]OS(C3C=CC(C)=CC=3)(=O)=O)[CH2:14][C:13]=2[CH:12]=[C:11]([C:30]2[CH:35]=[CH:34][CH:33]=[CH:32][CH:31]=2)[CH:10]=1.[CH3:36][NH2:37], predict the reaction product. (7) Given the reactants [NH2:1][C:2]1[C:11]2[C:6](=[CH:7][C:8](Cl)=[CH:9][CH:10]=2)[N:5]=[N:4][C:3]=1[C:13]([NH2:15])=[O:14].[CH3:16][S:17]([C:20]1[CH:25]=[CH:24][C:23](B(O)O)=[CH:22][CH:21]=1)(=[O:19])=[O:18].C([O-])([O-])=O.[Cs+].[Cs+], predict the reaction product. The product is: [NH2:1][C:2]1[C:11]2[C:6](=[CH:7][C:8]([C:23]3[CH:24]=[CH:25][C:20]([S:17]([CH3:16])(=[O:19])=[O:18])=[CH:21][CH:22]=3)=[CH:9][CH:10]=2)[N:5]=[N:4][C:3]=1[C:13]([NH2:15])=[O:14]. (8) Given the reactants CCOC(C)=O.[H-].[Na+].C[O:10][C:11]1[CH:12]=[C:13]([SH:17])[CH:14]=[CH:15][CH:16]=1.Br[C:19]1[N:20]([CH2:29][CH2:30][CH2:31][CH3:32])[C:21]2[C:26]([N:27]=1)=[C:25]([NH2:28])[N:24]=[CH:23][N:22]=2, predict the reaction product. The product is: [NH2:28][C:25]1[N:24]=[CH:23][N:22]=[C:21]2[C:26]=1[N:27]=[C:19]([S:17][C:13]1[CH:12]=[C:11]([OH:10])[CH:16]=[CH:15][CH:14]=1)[N:20]2[CH2:29][CH2:30][CH2:31][CH3:32].